From a dataset of Reaction yield outcomes from USPTO patents with 853,638 reactions. Predict the reaction yield, written as a fraction of the theoretical maximum amount of product (1.0 means a 100% yield; for example, 0.34 means a 34% yield). (1) The reactants are [Na+].C1(=O)N(CC2[N:9]=[C:10]([N:13]3[CH2:16][CH:15]([S:17]C4[C@H](C)[C@@H]5[C@@H]([C@H](O)C)C(=O)N5C=4C([O-])=O)[CH2:14]3)SC=2)C(=O)C2=CC=CC=C12.[C:39]([OH:42])(=O)[CH3:40].NN.C1(P(O[C:60]2[C@H:61]([CH3:84])[C@H:62]3[C@@H:79]([C@H:80]([OH:82])[CH3:81])[C:78](=[O:83])[N:63]3[C:64]=2[C:65]([O:67][CH2:68][C:69]2[CH:74]=[CH:73][C:72]([N+:75]([O-:77])=[O:76])=[CH:71][CH:70]=2)=[O:66])(C2C=CC=CC=2)=O)C=CC=CC=1.[CH:85]([N:88]([CH:91]([CH3:93])C)[CH2:89]C)(C)C.[C:94](=O)([O-])[OH:95].[Na+].CN(C)C=[O:102]. The catalyst is C(#N)C.C(OCC)(=O)C. The product is [CH3:94][O:95][CH:93]1[CH2:89][N:88]([C:85]([C:40]2[N:9]=[C:10]([N:13]3[CH2:14][CH:15]([S:17][C:60]4[C@H:61]([CH3:84])[C@@H:62]5[C@@H:79]([C@H:80]([OH:82])[CH3:81])[C:78](=[O:83])[N:63]5[C:64]=4[C:65]([O:67][CH2:68][C:69]4[CH:74]=[CH:73][C:72]([N+:75]([O-:77])=[O:76])=[CH:71][CH:70]=4)=[O:66])[CH2:16]3)[O:42][CH:39]=2)=[O:102])[CH2:91]1. The yield is 0.850. (2) The reactants are C[Si](C)(C)[O:3][C:4]1[CH2:9][CH2:8][N:7]([C:10]([O:12][C:13]([CH3:16])([CH3:15])[CH3:14])=[O:11])[CH2:6][CH:5]=1.[B-](F)(F)(F)[F:20].[B-](F)(F)(F)F.C1[N+]2(CCl)CC[N+](F)(CC2)C1. The catalyst is C(#N)C.C(OCC)(=O)C. The product is [F:20][CH:9]1[C:4](=[O:3])[CH2:5][CH2:6][N:7]([C:10]([O:12][C:13]([CH3:16])([CH3:15])[CH3:14])=[O:11])[CH2:8]1. The yield is 0.880. (3) The reactants are [CH3:1][C:2]1[NH:3][C:4]2[CH:10]=[C:9]([NH2:11])[CH:8]=[CH:7][C:5]=2[N:6]=1.[Br:12]Br. No catalyst specified. The product is [CH3:1][C:2]1[NH:3][C:4]2[C:10]([Br:12])=[C:9]([NH2:11])[CH:8]=[CH:7][C:5]=2[N:6]=1. The yield is 0.410.